This data is from Reaction yield outcomes from USPTO patents with 853,638 reactions. The task is: Predict the reaction yield, written as a fraction of the theoretical maximum amount of product (1.0 means a 100% yield; for example, 0.34 means a 34% yield). (1) The reactants are [CH3:1][CH:2]([CH3:32])[CH2:3][CH2:4][NH:5][C:6]([C:8]1[N:9]=[N:10][C:11]([N:14]2[CH2:19][CH2:18][N:17]([C:20](=[O:31])[C:21]3[CH:26]=[CH:25][CH:24]=[CH:23][C:22]=3[S:27](C)(=[O:29])=[O:28])[CH2:16][CH2:15]2)=[CH:12][CH:13]=1)=[O:7].C[Mg]Cl.C(B(CCCC)CCCC)CCC.C([O-])(=O)C.[Na+].[NH2:54]OS(O)(=O)=O. The catalyst is C1COCC1.C(OCC)(=O)C.O. The product is [CH3:1][CH:2]([CH3:32])[CH2:3][CH2:4][NH:5][C:6]([C:8]1[N:9]=[N:10][C:11]([N:14]2[CH2:19][CH2:18][N:17]([C:20](=[O:31])[C:21]3[CH:26]=[CH:25][CH:24]=[CH:23][C:22]=3[S:27](=[O:29])(=[O:28])[NH2:54])[CH2:16][CH2:15]2)=[CH:12][CH:13]=1)=[O:7]. The yield is 0.420. (2) The reactants are [I:1][C:2]1[CH:11]=[C:10]2[C:5]([C:6](=O)[NH:7][C:8]([C:12]([O:14][CH2:15][CH3:16])=[O:13])=[N:9]2)=[CH:4][CH:3]=1.P(Cl)(Cl)([Cl:20])=O. No catalyst specified. The product is [Cl:20][C:6]1[C:5]2[C:10](=[CH:11][C:2]([I:1])=[CH:3][CH:4]=2)[N:9]=[C:8]([C:12]([O:14][CH2:15][CH3:16])=[O:13])[N:7]=1. The yield is 0.480. (3) The reactants are Br[C:2]1[CH:7]=[CH:6][C:5]([C@H:8]([C:19]2[CH:24]=[CH:23][CH:22]=[CH:21][C:20]=2[CH3:25])[CH2:9][C:10]([C:12]2[CH:17]=[CH:16][N:15]=[C:14]([CH3:18])[CH:13]=2)=[O:11])=[CH:4][CH:3]=1.CC1(C)C(C)(C)OB([C:34]2[CH2:39][CH2:38][N:37]([C:40]([O:42][C:43]([CH3:46])([CH3:45])[CH3:44])=[O:41])[CH2:36][CH:35]=2)O1.C(=O)([O-])[O-].[Na+].[Na+]. The catalyst is O1CCOCC1.O. The product is [CH3:18][C:14]1[CH:13]=[C:12]([C:10](=[O:11])[CH2:9][C@H:8]([C:5]2[CH:6]=[CH:7][C:2]([C:34]3[CH2:39][CH2:38][N:37]([C:40]([O:42][C:43]([CH3:44])([CH3:45])[CH3:46])=[O:41])[CH2:36][CH:35]=3)=[CH:3][CH:4]=2)[C:19]2[CH:24]=[CH:23][CH:22]=[CH:21][C:20]=2[CH3:25])[CH:17]=[CH:16][N:15]=1. The yield is 0.970. (4) The reactants are [O:1]1[CH2:7][CH2:6][CH2:5][O:4][C:3]2[C:8]([CH:12]=O)=[CH:9][CH:10]=[CH:11][C:2]1=2.[CH3:14][NH2:15].[BH4-].[Na+].O. The catalyst is CO. The product is [O:1]1[CH2:7][CH2:6][CH2:5][O:4][C:3]2[C:8]([CH2:12][NH:15][CH3:14])=[CH:9][CH:10]=[CH:11][C:2]1=2. The yield is 0.860. (5) The reactants are [CH2:1]([C@@H:8]1[NH:13][CH2:12][CH2:11][N:10]([C:14]2[CH:22]=[C:21]3[C:17]([C:18]([CH2:28][CH3:29])=[N:19][N:20]3[CH:23]3[CH2:27][CH2:26][CH2:25][CH2:24]3)=[CH:16][CH:15]=2)[CH2:9]1)[C:2]1[CH:7]=[CH:6][CH:5]=[CH:4][CH:3]=1.[NH:30]1[CH:34]=[C:33]([CH2:35][C:36](O)=[O:37])[N:32]=[CH:31]1. No catalyst specified. The product is [CH2:1]([C@H:8]1[CH2:9][N:10]([C:14]2[CH:22]=[C:21]3[C:17]([C:18]([CH2:28][CH3:29])=[N:19][N:20]3[CH:23]3[CH2:24][CH2:25][CH2:26][CH2:27]3)=[CH:16][CH:15]=2)[CH2:11][CH2:12][N:13]1[C:36](=[O:37])[CH2:35][C:33]1[N:32]=[CH:31][NH:30][CH:34]=1)[C:2]1[CH:3]=[CH:4][CH:5]=[CH:6][CH:7]=1. The yield is 0.500. (6) The product is [CH2:1]([O:8][C:9]([NH:11][CH:12]([CH3:23])[CH:13]([OH:22])[C:14]([CH3:21])([CH3:20])[C:15]([O:17][CH2:18][CH3:19])=[O:16])=[O:10])[C:2]1[CH:3]=[CH:4][CH:5]=[CH:6][CH:7]=1. The yield is 0.740. The catalyst is CO. The reactants are [CH2:1]([O:8][C:9]([NH:11][CH:12]([CH3:23])[C:13](=[O:22])[C:14]([CH3:21])([CH3:20])[C:15]([O:17][CH2:18][CH3:19])=[O:16])=[O:10])[C:2]1[CH:7]=[CH:6][CH:5]=[CH:4][CH:3]=1.[BH4-].[Na+].[Cl-].[NH4+]. (7) The product is [NH2:2][C:1]1[C:3]([CH3:5])([CH3:4])[S:6](=[O:8])(=[O:7])[CH2:9][C:10]([C:12]2[CH:17]=[C:16]([N+:18]([O-:20])=[O:19])[CH:15]=[CH:14][C:13]=2[F:21])([CH3:11])[N:22]=1. The catalyst is CO.[Cu]Cl. The yield is 0.990. The reactants are [C:1]([C:3]([S:6]([CH2:9][C:10]([NH:22]S(C(C)(C)C)=O)([C:12]1[CH:17]=[C:16]([N+:18]([O-:20])=[O:19])[CH:15]=[CH:14][C:13]=1[F:21])[CH3:11])(=[O:8])=[O:7])([CH3:5])[CH3:4])#[N:2].Cl. (8) The reactants are C(N(CC)CC)C.C(Cl)Cl.[CH2:11]([N:15]1[C:23]([N:24]2[CH2:29][CH2:28][NH:27][C@@H:26]([CH3:30])[CH2:25]2)=[N:22][C:21]2[C:16]1=[N:17][C:18]([C:37]1[CH:38]=[N:39][C:40]([NH2:43])=[N:41][CH:42]=1)=[N:19][C:20]=2[N:31]1[CH2:36][CH2:35][O:34][CH2:33][CH2:32]1)[CH:12]([CH3:14])[CH3:13].[C:44](OC(=O)C)(=[O:46])[CH3:45]. The catalyst is C(Cl)Cl.CO. The product is [C:44]([N:27]1[CH2:28][CH2:29][N:24]([C:23]2[N:15]([CH2:11][CH:12]([CH3:14])[CH3:13])[C:16]3[C:21]([N:22]=2)=[C:20]([N:31]2[CH2:36][CH2:35][O:34][CH2:33][CH2:32]2)[N:19]=[C:18]([C:37]2[CH:42]=[N:41][C:40]([NH2:43])=[N:39][CH:38]=2)[N:17]=3)[CH2:25][C@@H:26]1[CH3:30])(=[O:46])[CH3:45]. The yield is 0.840.